This data is from Full USPTO retrosynthesis dataset with 1.9M reactions from patents (1976-2016). The task is: Predict the reactants needed to synthesize the given product. (1) Given the product [C:11]([CH2:10][C:3]1[C:4]([CH3:9])=[C:5]([N+:13]([O-:15])=[O:14])[C:6]([CH3:8])=[CH:7][C:2]=1[CH3:1])#[N:12], predict the reactants needed to synthesize it. The reactants are: [CH3:1][C:2]1[CH:7]=[C:6]([CH3:8])[CH:5]=[C:4]([CH3:9])[C:3]=1[CH2:10][C:11]#[N:12].[N+:13]([O-])([OH:15])=[O:14].OS(O)(=O)=O. (2) Given the product [NH:3]1[C:7]2[CH:8]=[CH:9][CH:10]=[CH:11][C:6]=2[N:5]=[C:4]1[CH:12]([NH2:26])[CH2:13][C:14]1[C:19]([F:20])=[C:18]([F:21])[C:17]([O:22][CH3:23])=[C:16]([F:24])[C:15]=1[F:25], predict the reactants needed to synthesize it. The reactants are: N#N.[NH:3]1[C:7]2[CH:8]=[CH:9][CH:10]=[CH:11][C:6]=2[N:5]=[C:4]1[CH:12]([NH:26]C(=O)OC(C)(C)C)[CH2:13][C:14]1[C:19]([F:20])=[C:18]([F:21])[C:17]([O:22][CH3:23])=[C:16]([F:24])[C:15]=1[F:25].Cl. (3) Given the product [Br:14][C:15]1[CH:21]=[CH:20][C:18]([NH:19][C:2]2[N:13]=[CH:12][CH:11]=[CH:10][C:3]=2[C:4]([NH:6][CH2:7][C:8]#[CH:9])=[O:5])=[CH:17][CH:16]=1, predict the reactants needed to synthesize it. The reactants are: Cl[C:2]1[N:13]=[CH:12][CH:11]=[CH:10][C:3]=1[C:4]([NH:6][CH2:7][C:8]#[CH:9])=[O:5].[Br:14][C:15]1[CH:21]=[CH:20][C:18]([NH2:19])=[CH:17][CH:16]=1. (4) Given the product [Cl:8][C:6]1[CH:5]=[C:4]([C:9]2([C:27]([F:29])([F:28])[F:30])[O:13][N:12]=[C:11]([C:14]3[CH:22]=[CH:21][C:17]([C:18]([N:65]4[CH2:69][C:68](=[O:70])[NH:67][CH2:66]4)=[O:19])=[C:16]([C:23]([F:24])([F:25])[F:26])[CH:15]=3)[CH2:10]2)[CH:3]=[C:2]([Cl:1])[CH:7]=1, predict the reactants needed to synthesize it. The reactants are: [Cl:1][C:2]1[CH:3]=[C:4]([C:9]2([C:27]([F:30])([F:29])[F:28])[O:13][N:12]=[C:11]([C:14]3[CH:22]=[CH:21][C:17]([C:18](O)=[O:19])=[C:16]([C:23]([F:26])([F:25])[F:24])[CH:15]=3)[CH2:10]2)[CH:5]=[C:6]([Cl:8])[CH:7]=1.CN(C(ON1N=NC2C=CC=NC1=2)=[N+](C)C)C.F[P-](F)(F)(F)(F)F.CCN(C(C)C)C(C)C.Cl.[NH:65]1[CH2:69][C:68](=[O:70])[NH:67][CH2:66]1. (5) Given the product [Cl:12][C:13]1[CH:18]=[CH:17][CH:16]=[C:15]([C:5]2[CH:6]=[CH:7][CH:8]=[C:3]([O:2][CH3:1])[CH:4]=2)[N:14]=1, predict the reactants needed to synthesize it. The reactants are: [CH3:1][O:2][C:3]1[CH:4]=[C:5](B(O)O)[CH:6]=[CH:7][CH:8]=1.[Cl:12][C:13]1[CH:18]=[CH:17][CH:16]=[C:15](Cl)[N:14]=1.C(=O)([O-])[O-].[K+].[K+].C1(P(C2C=CC=CC=2)C2C=CC=CC=2)C=CC=CC=1.